From a dataset of Reaction yield outcomes from USPTO patents with 853,638 reactions. Predict the reaction yield, written as a fraction of the theoretical maximum amount of product (1.0 means a 100% yield; for example, 0.34 means a 34% yield). (1) The reactants are [CH3:1][C:2]1[C:6]2[C:7](=[O:19])[N:8]([CH2:11][CH2:12][N:13]3[CH2:18][CH2:17][O:16][CH2:15][CH2:14]3)[CH2:9][CH2:10][C:5]=2[NH:4][C:3]=1[CH:20]=O.[F:22][C:23]1[CH:24]=[C:25]2[C:29](=[CH:30][C:31]=1[NH:32][C:33](=[O:38])[C:34]([OH:37])([CH3:36])[CH3:35])[NH:28][C:27](=[O:39])[CH2:26]2. No catalyst specified. The product is [F:22][C:23]1[CH:24]=[C:25]2[C:29](=[CH:30][C:31]=1[NH:32][C:33](=[O:38])[C:34]([OH:37])([CH3:36])[CH3:35])[NH:28][C:27](=[O:39])[C:26]2=[CH:20][C:3]1[NH:4][C:5]2[CH2:10][CH2:9][N:8]([CH2:11][CH2:12][N:13]3[CH2:14][CH2:15][O:16][CH2:17][CH2:18]3)[C:7](=[O:19])[C:6]=2[C:2]=1[CH3:1]. The yield is 0.633. (2) The reactants are [Cl:1][C:2]1[CH:3]=[C:4]2[C:9](=[CH:10][C:11]=1[O:12][C:13]1[CH:18]=[CH:17][C:16]([C:19](=[O:30])[NH:20][CH2:21][CH2:22][C:23]3[CH:28]=[CH:27][C:26]([Cl:29])=[CH:25][CH:24]=3)=[CH:15][C:14]=1[CH3:31])[O:8][CH2:7][CH2:6][CH:5]2[C:32]([O:34]CC)=[O:33].[OH-].[Na+]. The catalyst is C1COCC1.C(O)C. The product is [Cl:1][C:2]1[CH:3]=[C:4]2[C:9](=[CH:10][C:11]=1[O:12][C:13]1[CH:18]=[CH:17][C:16]([C:19](=[O:30])[NH:20][CH2:21][CH2:22][C:23]3[CH:24]=[CH:25][C:26]([Cl:29])=[CH:27][CH:28]=3)=[CH:15][C:14]=1[CH3:31])[O:8][CH2:7][CH2:6][CH:5]2[C:32]([OH:34])=[O:33]. The yield is 0.530.